The task is: Predict the reaction yield, written as a fraction of the theoretical maximum amount of product (1.0 means a 100% yield; for example, 0.34 means a 34% yield).. This data is from Reaction yield outcomes from USPTO patents with 853,638 reactions. The reactants are [NH2:1][C@@H:2]([CH2:22][C:23]1[CH:28]=[CH:27][CH:26]=[CH:25][CH:24]=1)[C@@H:3]([OH:21])[CH2:4][C@@H:5]([NH:13][C:14](=[O:20])[O:15][C:16]([CH3:19])([CH3:18])[CH3:17])[CH2:6][C:7]1[CH:12]=[CH:11][CH:10]=[CH:9][CH:8]=1.FC(F)(F)C(O)=O.[CH3:36][O:37][CH2:38][C:39]1[S:40][CH:41]=[C:42]([CH2:44][N:45]2[CH2:49][CH2:48][N:47]([C@@H:50]([C:54]([CH3:57])([CH3:56])[CH3:55])[C:51](O)=[O:52])[C:46]2=[O:58])[N:43]=1.CCOP(ON1N=NC2C=CC=CC=2C1=O)(OCC)=O.C(N(CC)C(C)C)(C)C. The catalyst is C1COCC1. The product is [CH2:6]([C@H:5]([NH:13][C:14](=[O:20])[O:15][C:16]([CH3:19])([CH3:17])[CH3:18])[CH2:4][C@H:3]([OH:21])[C@@H:2]([NH:1][C:51](=[O:52])[C@@H:50]([N:47]1[CH2:48][CH2:49][N:45]([CH2:44][C:42]2[N:43]=[C:39]([CH2:38][O:37][CH3:36])[S:40][CH:41]=2)[C:46]1=[O:58])[C:54]([CH3:57])([CH3:56])[CH3:55])[CH2:22][C:23]1[CH:28]=[CH:27][CH:26]=[CH:25][CH:24]=1)[C:7]1[CH:12]=[CH:11][CH:10]=[CH:9][CH:8]=1. The yield is 0.750.